From a dataset of Catalyst prediction with 721,799 reactions and 888 catalyst types from USPTO. Predict which catalyst facilitates the given reaction. Reactant: [F:1][C:2]1([F:21])[O:6][C:5]2[CH:7]=[CH:8][C:9]([C:11]#[C:12][CH2:13][O:14]C3CCCCO3)=[CH:10][C:4]=2[O:3]1. Product: [F:21][C:2]1([F:1])[O:6][C:5]2[CH:7]=[CH:8][C:9]([CH2:11][CH2:12][CH2:13][OH:14])=[CH:10][C:4]=2[O:3]1. The catalyst class is: 586.